This data is from Reaction yield outcomes from USPTO patents with 853,638 reactions. The task is: Predict the reaction yield, written as a fraction of the theoretical maximum amount of product (1.0 means a 100% yield; for example, 0.34 means a 34% yield). (1) The reactants are [CH3:1][C:2]1[CH:8]=[CH:7][C:5](N)=[CH:4][C:3]=1[N+:9]([O-:11])=[O:10].S(=O)(=O)(O)O.[Cl-].[Na+].N([O-])=O.[Na+].[Na+].[I-:24]. The catalyst is O. The product is [I:24][C:5]1[CH:7]=[CH:8][C:2]([CH3:1])=[C:3]([N+:9]([O-:11])=[O:10])[CH:4]=1. The yield is 0.820. (2) The reactants are [CH3:1][C:2]1[O:6][N:5]=[C:4]([C:7]2[CH:12]=[CH:11][CH:10]=[CH:9][CH:8]=2)[C:3]=1[CH2:13][O:14][C:15]1[CH:23]=[CH:22][C:18]([C:19]([OH:21])=O)=[CH:17][N:16]=1.[NH2:24][CH2:25][C:26]([CH3:30])([CH3:29])[CH2:27][OH:28]. No catalyst specified. The product is [OH:28][CH2:27][C:26]([CH3:30])([CH3:29])[CH2:25][NH:24][C:19](=[O:21])[C:18]1[CH:22]=[CH:23][C:15]([O:14][CH2:13][C:3]2[C:4]([C:7]3[CH:8]=[CH:9][CH:10]=[CH:11][CH:12]=3)=[N:5][O:6][C:2]=2[CH3:1])=[N:16][CH:17]=1. The yield is 0.590. (3) The reactants are [C:1]([NH:4][C:5]1[CH:6]=[C:7]2[C:11](=[CH:12][CH:13]=1)[NH:10][N:9]=[CH:8]2)(=[O:3])[CH3:2].[N+:14]([O-])([OH:16])=[O:15]. No catalyst specified. The product is [N+:14]([C:6]1[C:5]([NH:4][C:1](=[O:3])[CH3:2])=[CH:13][CH:12]=[C:11]2[C:7]=1[CH:8]=[N:9][NH:10]2)([O-:16])=[O:15]. The yield is 0.917. (4) The reactants are Cl[C:2]1[N:3]=[C:4]([N:18]2[CH2:23][CH2:22][O:21][CH2:20][CH2:19]2)[C:5]2[S:10][C:9]([CH2:11][N:12]([CH3:17])[S:13]([CH3:16])(=[O:15])=[O:14])=[CH:8][C:6]=2[N:7]=1.C(OC(=O)[NH:30][C:31]1[S:32][C:33]([Sn](CCCC)(CCCC)CCCC)=[CH:34][N:35]=1)(C)(C)C. The catalyst is CC(N(C)C)=O.C1C=CC([P]([Pd]([P](C2C=CC=CC=2)(C2C=CC=CC=2)C2C=CC=CC=2)([P](C2C=CC=CC=2)(C2C=CC=CC=2)C2C=CC=CC=2)[P](C2C=CC=CC=2)(C2C=CC=CC=2)C2C=CC=CC=2)(C2C=CC=CC=2)C2C=CC=CC=2)=CC=1. The product is [CH3:16][S:13]([N:12]([CH2:11][C:9]1[S:10][C:5]2[C:4]([N:18]3[CH2:23][CH2:22][O:21][CH2:20][CH2:19]3)=[N:3][C:2]([C:33]3[S:32][C:31]([NH2:30])=[N:35][CH:34]=3)=[N:7][C:6]=2[CH:8]=1)[CH3:17])(=[O:15])=[O:14]. The yield is 0.120. (5) The reactants are [C:8](O[C:8]([C:10]([F:13])([F:12])[F:11])=[O:9])([C:10]([F:13])([F:12])[F:11])=[O:9].[NH2:14][C:15]1[CH:35]=[C:34]([C:36]2[N:40]=[C:39]([CH3:41])[O:38][N:37]=2)[CH:33]=[CH:32][C:16]=1[CH2:17][NH:18][C:19](=[O:31])[C:20]1[CH:25]=[C:24]([O:26][CH3:27])[C:23]([CH3:28])=[C:22]([O:29][CH3:30])[CH:21]=1.N1C=CC=CC=1. The catalyst is ClCCl.C(OCC)(=O)C. The product is [CH3:30][O:29][C:22]1[CH:21]=[C:20]([CH:25]=[C:24]([O:26][CH3:27])[C:23]=1[CH3:28])[C:19]([NH:18][CH2:17][C:16]1[CH:32]=[CH:33][C:34]([C:36]2[N:40]=[C:39]([CH3:41])[O:38][N:37]=2)=[CH:35][C:15]=1[NH:14][C:8](=[O:9])[C:10]([F:11])([F:12])[F:13])=[O:31]. The yield is 1.00.